From a dataset of Full USPTO retrosynthesis dataset with 1.9M reactions from patents (1976-2016). Predict the reactants needed to synthesize the given product. (1) The reactants are: [O:1]1[C:5]2[CH:6]=[CH:7][CH:8]=[CH:9][C:4]=2[N:3]=[C:2]1[C:10]1[C:11]([N:25]([C:33]([O:35][C:36]([CH3:39])([CH3:38])[CH3:37])=[O:34])[C:26](=[O:32])[O:27][C:28]([CH3:31])([CH3:30])[CH3:29])=[N:12][CH:13]=[C:14](B2OC(C)(C)C(C)(C)O2)[CH:15]=1.Br[C:41]1[C:42]([CH2:59][O:60][CH3:61])=[N:43][N:44]([CH:46]2[CH2:51][CH2:50][N:49]([C:52]([O:54][C:55]([CH3:58])([CH3:57])[CH3:56])=[O:53])[CH2:48][CH2:47]2)[CH:45]=1.C1(P(C2CCCCC2)C2C=CC=CC=2C2C(OC)=CC=CC=2OC)CCCCC1.P([O-])([O-])([O-])=O.[K+].[K+].[K+]. Given the product [O:1]1[C:5]2[CH:6]=[CH:7][CH:8]=[CH:9][C:4]=2[N:3]=[C:2]1[C:10]1[CH:15]=[C:14]([C:41]2[C:42]([CH2:59][O:60][CH3:61])=[N:43][N:44]([CH:46]3[CH2:47][CH2:48][N:49]([C:52]([O:54][C:55]([CH3:57])([CH3:58])[CH3:56])=[O:53])[CH2:50][CH2:51]3)[CH:45]=2)[CH:13]=[N:12][C:11]=1[N:25]([C:26]([O:27][C:28]([CH3:31])([CH3:30])[CH3:29])=[O:32])[C:33]([O:35][C:36]([CH3:39])([CH3:37])[CH3:38])=[O:34], predict the reactants needed to synthesize it. (2) Given the product [NH2:25][C:9]1[CH:8]=[C:7]([CH:1]2[CH2:6][CH2:5][CH2:4][CH2:3][CH2:2]2)[CH:24]=[CH:23][C:10]=1[NH:11][C:12]1[CH:17]=[CH:16][CH:15]=[C:14]([N:18]2[CH:22]=[CH:21][N:20]=[CH:19]2)[CH:13]=1, predict the reactants needed to synthesize it. The reactants are: [CH:1]1([C:7]2[CH:24]=[CH:23][C:10]([NH:11][C:12]3[CH:17]=[CH:16][CH:15]=[C:14]([N:18]4[CH:22]=[CH:21][N:20]=[CH:19]4)[CH:13]=3)=[C:9]([N+:25]([O-])=O)[CH:8]=2)[CH2:6][CH2:5][CH2:4][CH2:3][CH2:2]1.[H][H]. (3) Given the product [Cl:70][C:66]1[CH:65]=[C:64]([C:61]2[CH:60]=[CH:59][C:58]([CH2:57][C@@H:56]([NH:71][C:13]([C:4]3[NH:3][C:2](=[O:1])[N:6]([C:7]4[CH:8]=[CH:9][CH:10]=[CH:11][CH:12]=4)[N:5]=3)=[O:15])[CH2:55][C@@H:54]([OH:72])[C:53]([OH:73])=[O:52])=[CH:63][CH:62]=2)[CH:69]=[CH:68][CH:67]=1, predict the reactants needed to synthesize it. The reactants are: [O:1]=[C:2]1[N:6]([C:7]2[CH:12]=[CH:11][CH:10]=[CH:9][CH:8]=2)[N:5]=[C:4]([C:13]([OH:15])=O)[NH:3]1.CN(C(ON1N=NC2C=CC(=CC1=2)Cl)=[N+](C)C)C.F[P-](F)(F)(F)(F)F.CCN(C(C)C)C(C)C.C([O:52][C:53](=[O:73])[C@H:54]([OH:72])[CH2:55][C@H:56]([NH2:71])[CH2:57][C:58]1[CH:63]=[CH:62][C:61]([C:64]2[CH:69]=[CH:68][CH:67]=[C:66]([Cl:70])[CH:65]=2)=[CH:60][CH:59]=1)C.CCO.[Li+].[OH-].O. (4) Given the product [OH:1][C:2]1[N:3]=[C:4]([C:25]2[CH:26]=[CH:27][C:28]([O:31][CH3:32])=[CH:29][CH:30]=2)[N:5]([CH2:18][C:19]2[CH:24]=[CH:23][CH:22]=[CH:21][CH:20]=2)[C:6](=[O:17])[C:7]=1[C:8]([NH:10][CH2:11][C:12]([OH:14])=[O:13])=[O:9], predict the reactants needed to synthesize it. The reactants are: [OH:1][C:2]1[N:3]=[C:4]([C:25]2[CH:30]=[CH:29][C:28]([O:31][CH3:32])=[CH:27][CH:26]=2)[N:5]([CH2:18][C:19]2[CH:24]=[CH:23][CH:22]=[CH:21][CH:20]=2)[C:6](=[O:17])[C:7]=1[C:8]([NH:10][CH2:11][C:12]([O:14]CC)=[O:13])=[O:9].N(CC(OCC)=O)=C=O.C(N(CC)C(C)C)(C)C.Cl.